This data is from Reaction yield outcomes from USPTO patents with 853,638 reactions. The task is: Predict the reaction yield, written as a fraction of the theoretical maximum amount of product (1.0 means a 100% yield; for example, 0.34 means a 34% yield). The reactants are [CH2:1]([O:8][C:9]1[C:25]([O:26][CH3:27])=[CH:24][C:12]2[CH:13]=[C:14]3[C:19](=[CH:20][C:11]=2[CH:10]=1)[N:18]=[CH:17][C:16]([C:21]#[N:22])=[C:15]3Cl)[C:2]1[CH:7]=[CH:6][CH:5]=[CH:4][CH:3]=1.[Cl:28][C:29]1[CH:35]=[C:34]([F:36])[C:33]([O:37][CH3:38])=[CH:32][C:30]=1[NH2:31].C1(P(C2CCCCC2)C2C=CC=CC=2C2C=CC=CC=2N(C)C)CCCCC1.[O-]P([O-])([O-])=O.[K+].[K+].[K+]. The catalyst is COCCOC.C1C=CC(/C=C/C(/C=C/C2C=CC=CC=2)=O)=CC=1.C1C=CC(/C=C/C(/C=C/C2C=CC=CC=2)=O)=CC=1.[Pd]. The product is [CH2:1]([O:8][C:9]1[C:25]([O:26][CH3:27])=[CH:24][C:12]2[CH:13]=[C:14]3[C:19](=[CH:20][C:11]=2[CH:10]=1)[N:18]=[CH:17][C:16]([C:21]#[N:22])=[C:15]3[NH:31][C:30]1[CH:32]=[C:33]([O:37][CH3:38])[C:34]([F:36])=[CH:35][C:29]=1[Cl:28])[C:2]1[CH:7]=[CH:6][CH:5]=[CH:4][CH:3]=1. The yield is 0.360.